From a dataset of Forward reaction prediction with 1.9M reactions from USPTO patents (1976-2016). Predict the product of the given reaction. (1) Given the reactants [ClH:1].[CH:2]1([C:5]2[N:9]([CH3:10])[C:8]3[CH:11]=[C:12]([N:15]4[CH:20]=[CH:19][C:18]([O:21][CH2:22][C:23]5[S:24][C:25]([C:28]([F:31])([F:30])[F:29])=[CH:26][CH:27]=5)=[CH:17][C:16]4=[O:32])[CH:13]=[CH:14][C:7]=3[N:6]=2)[CH2:4][CH2:3]1, predict the reaction product. The product is: [ClH:1].[CH:2]1([C:5]2[N:9]([CH3:10])[C:8]3[CH:11]=[C:12]([N:15]4[CH:20]=[CH:19][C:18]([O:21][CH2:22][C:23]5[S:24][C:25]([C:28]([F:29])([F:30])[F:31])=[CH:26][CH:27]=5)=[CH:17][C:16]4=[O:32])[CH:13]=[CH:14][C:7]=3[N:6]=2)[CH2:3][CH2:4]1. (2) Given the reactants [CH2:1]([O:8][C:9]1[N:14]=[CH:13][NH:12][C:11](=[O:15])[CH:10]=1)[C:2]1[CH:7]=[CH:6][CH:5]=[CH:4][CH:3]=1.Cl[CH2:17][CH2:18][C:19]1[CH:24]=[CH:23][C:22]([CH2:25][OH:26])=[CH:21][CH:20]=1.C(=O)([O-])[O-].[K+].[K+], predict the reaction product. The product is: [CH2:1]([O:8][C:9]1[N:14]=[CH:13][N:12]([CH2:17][CH2:18][C:19]2[CH:24]=[CH:23][C:22]([CH2:25][OH:26])=[CH:21][CH:20]=2)[C:11](=[O:15])[CH:10]=1)[C:2]1[CH:7]=[CH:6][CH:5]=[CH:4][CH:3]=1.